Dataset: Full USPTO retrosynthesis dataset with 1.9M reactions from patents (1976-2016). Task: Predict the reactants needed to synthesize the given product. (1) Given the product [CH3:1][N:2]([CH3:19])[CH2:3][C@@H:5]1[CH2:10][O:9][CH2:8][CH2:7][N:6]1[CH2:12][C:13]1[CH:18]=[CH:17][CH:16]=[CH:15][CH:14]=1, predict the reactants needed to synthesize it. The reactants are: [CH3:1][N:2]([CH3:19])[C:3]([C@@H:5]1[CH2:10][O:9][CH2:8][C:7](=O)[N:6]1[CH2:12][C:13]1[CH:18]=[CH:17][CH:16]=[CH:15][CH:14]=1)=O.[H-].[H-].[H-].[H-].[Li+].[Al+3].O.[OH-].[Na+]. (2) Given the product [Cl:1][C:2]1[CH:28]=[N:27][C:5]2[N:6]=[C:7]([N:14]3[CH2:15][CH:16]([NH:18][CH3:19])[CH2:17]3)[C:8]3[N:9]([N:10]=[C:11]([CH3:13])[N:12]=3)[C:4]=2[CH:3]=1, predict the reactants needed to synthesize it. The reactants are: [Cl:1][C:2]1[CH:28]=[N:27][C:5]2[N:6]=[C:7]([N:14]3[CH2:17][CH:16]([N:18](C)[C:19](=O)OC(C)(C)C)[CH2:15]3)[C:8]3[N:9]([N:10]=[C:11]([CH3:13])[N:12]=3)[C:4]=2[CH:3]=1.C(O)(C(F)(F)F)=O. (3) Given the product [CH3:1][O:2][C:3](=[O:18])[C:4]1[CH:9]=[CH:8][C:7]([C:10]2[C:15]([Cl:16])=[CH:14][N:13]=[C:12]([NH:22][CH:19]3[CH2:21][CH2:20]3)[N:11]=2)=[CH:6][CH:5]=1, predict the reactants needed to synthesize it. The reactants are: [CH3:1][O:2][C:3](=[O:18])[C:4]1[CH:9]=[CH:8][C:7]([C:10]2[C:15]([Cl:16])=[CH:14][N:13]=[C:12](Cl)[N:11]=2)=[CH:6][CH:5]=1.[CH:19]1([NH2:22])[CH2:21][CH2:20]1. (4) Given the product [ClH:74].[ClH:74].[ClH:74].[ClH:74].[NH2:59][C@H:40]1[CH2:39][C:38]2[CH:67]=[C:34]([CH:35]=[CH:36][C:37]=2[OH:68])[C:33]2=[CH:69][C:29](=[C:30]([OH:70])[CH:31]=[CH:32]2)[CH2:28][C@@H:27]([C:25]([NH:24][C@H:13]([C:12]([NH:11][CH2:10][CH:9]([OH:72])[CH2:8][NH2:7])=[O:71])[CH2:14][CH2:15][NH2:16])=[O:26])[NH:45][C:44](=[O:46])[C@H:43]([CH2:47][CH2:48][CH2:49][NH2:50])[NH:42][C:41]1=[O:58], predict the reactants needed to synthesize it. The reactants are: C(OC(=O)[NH:7][CH2:8][CH:9]([OH:72])[CH2:10][NH:11][C:12](=[O:71])[C@@H:13]([NH:24][C:25]([C@H:27]1[NH:45][C:44](=[O:46])[C@H:43]([CH2:47][CH2:48][CH2:49][NH:50]C(OC(C)(C)C)=O)[NH:42][C:41](=[O:58])[C@@H:40]([NH:59]C(OC(C)(C)C)=O)[CH2:39][C:38]2[CH:67]=[C:34]([CH:35]=[CH:36][C:37]=2[OH:68])[C:33]2=[CH:69][C:29](=[C:30]([OH:70])[CH:31]=[CH:32]2)[CH2:28]1)=[O:26])[CH2:14][CH2:15][NH:16]C(OC(C)(C)C)=O)(C)(C)C.[ClH:74].